Dataset: Forward reaction prediction with 1.9M reactions from USPTO patents (1976-2016). Task: Predict the product of the given reaction. (1) Given the reactants [Cl:1][C:2]1[CH:3]=[CH:4][C:5]([O:35][CH3:36])=[C:6]([CH:34]=1)[CH2:7][CH:8]1[C:14](=[O:15])[N:13]([C:16]([NH:18][CH:19]([CH2:31][CH3:32])[C:20]([NH:22][CH2:23][C:24](OC(C)(C)C)=O)=[O:21])=[O:17])[CH2:12][C:11](=[O:33])[NH:10][CH2:9]1.Cl.C(OC(=O)CN)(C)(C)C.N[C:48]1[CH:53]=CC=[CH:50][CH:49]=1, predict the reaction product. The product is: [NH:22]([C:20]([C@H:19]([NH:18][C:16]([N:13]1[C:14](=[O:15])[CH:8]([CH2:7][C:6]2[CH:34]=[C:2]([Cl:1])[CH:3]=[CH:4][C:5]=2[O:35][CH3:36])[CH2:9][NH:10][C:11](=[O:33])[CH2:12]1)=[O:17])[CH2:31][CH3:32])=[O:21])[C:23]1[CH:50]=[CH:49][CH:48]=[CH:53][CH:24]=1. (2) Given the reactants [Cl:1][C:2]1[CH:3]=[C:4]([C:9]2[CH:14]=[C:13]([CH:15]([F:17])[F:16])[N:12]3[N:18]=[CH:19][C:20]([C:21]([OH:23])=O)=[C:11]3[N:10]=2)[CH:5]=[CH:6][C:7]=1[Cl:8].[N:24]1([S:30]([C:33]2[CH:34]=[C:35]([NH2:39])[CH:36]=[CH:37][CH:38]=2)(=[O:32])=[O:31])[CH2:29][CH2:28][O:27][CH2:26][CH2:25]1, predict the reaction product. The product is: [N:24]1([S:30]([C:33]2[CH:34]=[C:35]([NH:39][C:21]([C:20]3[CH:19]=[N:18][N:12]4[C:13]([CH:15]([F:16])[F:17])=[CH:14][C:9]([C:4]5[CH:5]=[CH:6][C:7]([Cl:8])=[C:2]([Cl:1])[CH:3]=5)=[N:10][C:11]=34)=[O:23])[CH:36]=[CH:37][CH:38]=2)(=[O:32])=[O:31])[CH2:25][CH2:26][O:27][CH2:28][CH2:29]1. (3) Given the reactants Cl[CH2:2][C:3]1[N:4]=[C:5]([CH:8]=[CH:9][C:10]2[CH:15]=[CH:14][C:13]([S:16][C:17]([F:20])([F:19])[F:18])=[CH:12][CH:11]=2)[O:6][CH:7]=1.[N:21]1([CH2:26][CH2:27][CH2:28][CH2:29][C:30]2[CH:35]=[CH:34][C:33]([OH:36])=[CH:32][CH:31]=2)[CH:25]=[CH:24][N:23]=[N:22]1.[I-].[K+].C[O-].[Na+], predict the reaction product. The product is: [F:18][C:17]([S:16][C:13]1[CH:14]=[CH:15][C:10]([CH:9]=[CH:8][C:5]2[O:6][CH:7]=[C:3]([CH2:2][O:36][C:33]3[CH:34]=[CH:35][C:30]([CH2:29][CH2:28][CH2:27][CH2:26][N:21]4[CH:25]=[CH:24][N:23]=[N:22]4)=[CH:31][CH:32]=3)[N:4]=2)=[CH:11][CH:12]=1)([F:20])[F:19]. (4) Given the reactants [C:1]([O:5][C:6]([NH:8][C:9]1[N:14]=[CH:13][C:12](B(O)O)=[CH:11][CH:10]=1)=[O:7])([CH3:4])([CH3:3])[CH3:2].Cl[C:19]1[C:28]([N:29]([CH:31]([CH3:33])[CH3:32])[CH3:30])=[N:27][C:26]2[C:21](=[CH:22][CH:23]=[C:24]([C:34]([O:36][CH3:37])=[O:35])[CH:25]=2)[N:20]=1.[O-]P([O-])([O-])=O.[K+].[K+].[K+], predict the reaction product. The product is: [C:1]([O:5][C:6]([NH:8][C:9]1[N:14]=[CH:13][C:12]([C:19]2[C:28]([N:29]([CH:31]([CH3:33])[CH3:32])[CH3:30])=[N:27][C:26]3[C:21](=[CH:22][CH:23]=[C:24]([C:34]([O:36][CH3:37])=[O:35])[CH:25]=3)[N:20]=2)=[CH:11][CH:10]=1)=[O:7])([CH3:4])([CH3:3])[CH3:2]. (5) Given the reactants [N:1]1[CH:6]=[CH:5][CH:4]=[CH:3][C:2]=1[NH2:7].[NH2:8][C:9]1[C:10]([C:19](O)=[O:20])=[N:11][C:12]([Cl:18])=[C:13]([N:15]([CH3:17])[CH3:16])[N:14]=1, predict the reaction product. The product is: [NH2:8][C:9]1[C:10]([C:19]([NH:7][C:2]2[CH:3]=[CH:4][CH:5]=[CH:6][N:1]=2)=[O:20])=[N:11][C:12]([Cl:18])=[C:13]([N:15]([CH3:16])[CH3:17])[N:14]=1. (6) Given the reactants [F:1][C:2]([F:20])([F:19])[C:3]1[CH:4]=[C:5]([S:9]([C@H:12]2[CH2:15][C@H:14]([C:16](O)=[O:17])[CH2:13]2)(=[O:11])=[O:10])[CH:6]=[CH:7][CH:8]=1.[CH3:21]N(C(ON1N=NC2C=CC=NC1=2)=[N+](C)C)C.F[P-](F)(F)(F)(F)F.[Cl:45][C:46]1[CH:47]=[C:48]([CH:57]=[CH:58][C:59]=1[F:60])[O:49][C:50]1N=[CH:54][C:53]([NH2:56])=[CH:52][CH:51]=1, predict the reaction product. The product is: [Cl:45][C:46]1[CH:47]=[C:48]([CH:57]=[CH:58][C:59]=1[F:60])[O:49][C:50]1[CH:21]=[CH:54][C:53]([NH:56][C:16]([C@H:14]2[CH2:13][C@H:12]([S:9]([C:5]3[CH:6]=[CH:7][CH:8]=[C:3]([C:2]([F:19])([F:20])[F:1])[CH:4]=3)(=[O:10])=[O:11])[CH2:15]2)=[O:17])=[CH:52][CH:51]=1.